Dataset: Forward reaction prediction with 1.9M reactions from USPTO patents (1976-2016). Task: Predict the product of the given reaction. (1) Given the reactants [C:1](/[C:3](=[CH:11]\[C:12]1[CH:17]=[CH:16][CH:15]=[C:14]([NH:18][C:19]2[C:27]3[C:22](=[N:23][CH:24]=[CH:25][C:26]=3[O:28][C:29]3[CH:34]=[CH:33][C:32]([O:35][C:36]4[CH:41]=[CH:40][CH:39]=[CH:38][CH:37]=4)=[CH:31][CH:30]=3)[N:21]([CH2:42][C:43]3[CH:48]=[CH:47][C:46]([O:49][CH3:50])=[CH:45][CH:44]=3)[N:20]=2)[CH:13]=1)/[C:4]([O:6]C(C)(C)C)=[O:5])#[N:2], predict the reaction product. The product is: [C:1](/[C:3](=[CH:11]\[C:12]1[CH:17]=[CH:16][CH:15]=[C:14]([NH:18][C:19]2[C:27]3[C:22](=[N:23][CH:24]=[CH:25][C:26]=3[O:28][C:29]3[CH:34]=[CH:33][C:32]([O:35][C:36]4[CH:41]=[CH:40][CH:39]=[CH:38][CH:37]=4)=[CH:31][CH:30]=3)[N:21]([CH2:42][C:43]3[CH:44]=[CH:45][C:46]([O:49][CH3:50])=[CH:47][CH:48]=3)[N:20]=2)[CH:13]=1)/[C:4]([OH:6])=[O:5])#[N:2]. (2) Given the reactants [C:1]([C:5]1[CH:6]=[C:7]([OH:20])[CH:8]=[C:9]([B:11]2[O:15][C:14]([CH3:17])([CH3:16])[C:13]([CH3:19])([CH3:18])[O:12]2)[CH:10]=1)([CH3:4])([CH3:3])[CH3:2].Br[CH:22]([CH3:24])[CH3:23].C(=O)([O-])[O-].[K+].[K+], predict the reaction product. The product is: [C:1]([C:5]1[CH:10]=[C:9]([B:11]2[O:12][C:13]([CH3:19])([CH3:18])[C:14]([CH3:17])([CH3:16])[O:15]2)[CH:8]=[C:7]([O:20][CH:22]([CH3:24])[CH3:23])[CH:6]=1)([CH3:4])([CH3:2])[CH3:3]. (3) Given the reactants CON(C)[C:4](=[O:47])[CH2:5][C@H:6]1[CH2:11][C@H:10]([C:12]2[CH:17]=[CH:16][C:15]([O:18][CH3:19])=[CH:14][CH:13]=2)[C@@H:9]([O:20][CH2:21][C:22]2[CH:23]=[CH:24][C:25]3[O:30][CH2:29][CH2:28][N:27]([CH2:31][CH2:32][CH2:33][O:34][CH3:35])[C:26]=3[CH:36]=2)[CH2:8][N:7]1[S:37]([C:40]1[CH:45]=[CH:44][C:43]([CH3:46])=[CH:42][CH:41]=1)(=[O:39])=[O:38].[C:49]([Mg]Br)([CH3:51])=[CH2:50], predict the reaction product. The product is: [CH3:19][O:18][C:15]1[CH:14]=[CH:13][C:12]([C@@H:10]2[C@@H:9]([O:20][CH2:21][C:22]3[CH:23]=[CH:24][C:25]4[O:30][CH2:29][CH2:28][N:27]([CH2:31][CH2:32][CH2:33][O:34][CH3:35])[C:26]=4[CH:36]=3)[CH2:8][N:7]([S:37]([C:40]3[CH:41]=[CH:42][C:43]([CH3:46])=[CH:44][CH:45]=3)(=[O:39])=[O:38])[C@@H:6]([CH2:5][C:4](=[O:47])[C:49]([CH3:51])=[CH2:50])[CH2:11]2)=[CH:17][CH:16]=1. (4) Given the reactants [Cl:1][C:2]1[CH:10]=[C:9]2[C:5]([C:6]([C:14]3[N:15]([CH2:25][CH2:26]C(C)(C)C)[CH:16]=[N:17][C:18]=3[C:19]3[CH:24]=[CH:23][CH:22]=[CH:21][CH:20]=3)=[C:7]([C:11]([NH2:13])=O)[NH:8]2)=[CH:4][CH:3]=1.C(O[C:38]([C:40](F)(F)F)=O)(C(F)(F)F)=O, predict the reaction product. The product is: [Cl:1][C:2]1[CH:10]=[C:9]2[C:5]([C:6]([C:14]3[N:15]([CH2:25][C:26]4[CH:40]=[CH:38][C:2]([Cl:1])=[CH:3][CH:4]=4)[CH:16]=[N:17][C:18]=3[C:19]3[CH:24]=[CH:23][CH:22]=[CH:21][CH:20]=3)=[C:7]([C:11]#[N:13])[NH:8]2)=[CH:4][CH:3]=1. (5) Given the reactants [C:1]([O:5][C:6](=[O:24])[NH:7][C:8]([CH3:23])([CH3:22])[CH2:9][O:10][C:11]1[CH:16]=[CH:15][CH:14]=[C:13]([N+:17]([O-])=O)[C:12]=1[C:20]#[N:21])([CH3:4])([CH3:3])[CH3:2], predict the reaction product. The product is: [C:1]([O:5][C:6](=[O:24])[NH:7][C:8]([CH3:23])([CH3:22])[CH2:9][O:10][C:11]1[CH:16]=[CH:15][CH:14]=[C:13]([NH2:17])[C:12]=1[C:20]#[N:21])([CH3:4])([CH3:2])[CH3:3]. (6) Given the reactants Cl[C:2]1[CH:3]=[CH:4][C:5]2[N:6]([C:8]([CH2:11][O:12][C:13]3[C:22]4[C:17](=[CH:18][C:19]([O:23][CH3:24])=[CH:20][CH:21]=4)[N:16]=[CH:15][CH:14]=3)=[N:9][N:10]=2)[N:7]=1.[Cl:25][C:26]1[CH:27]=[C:28](CO)[CH:29]=[CH:30][C:31]=1B1OC(C)(C)C(C)(C)O1.[C:43](=[O:46])([O-])[O-].[Na+].[Na+], predict the reaction product. The product is: [Cl:25][C:26]1[CH:27]=[C:28]([C:2]2[CH:3]=[CH:4][C:5]3[N:6]([C:8]([CH2:11][O:12][C:13]4[C:22]5[C:17](=[CH:18][C:19]([O:23][CH3:24])=[CH:20][CH:21]=5)[N:16]=[CH:15][CH:14]=4)=[N:9][N:10]=3)[N:7]=2)[CH:29]=[CH:30][C:31]=1[CH2:43][OH:46]. (7) Given the reactants [CH2:1]([CH:8]1[CH2:13][CH2:12][N:11]([C:14](=[O:26])[C:15]([NH:17][C:18]2[CH:23]=[CH:22][CH:21]=[C:20]([C:24]#[N:25])[CH:19]=2)=[O:16])[CH2:10][CH2:9]1)[C:2]1[CH:7]=[CH:6][CH:5]=[CH:4][CH:3]=1.[N:27]([Sn](C)(C)C)=[N+:28]=[N-:29], predict the reaction product. The product is: [CH2:1]([CH:8]1[CH2:9][CH2:10][N:11]([C:14](=[O:26])[C:15]([NH:17][C:18]2[CH:23]=[CH:22][CH:21]=[C:20]([C:24]3[NH:29][N:28]=[N:27][N:25]=3)[CH:19]=2)=[O:16])[CH2:12][CH2:13]1)[C:2]1[CH:7]=[CH:6][CH:5]=[CH:4][CH:3]=1.